From a dataset of Forward reaction prediction with 1.9M reactions from USPTO patents (1976-2016). Predict the product of the given reaction. (1) Given the reactants [Br:1][CH2:2][C:3]1[CH:8]=[CH:7][C:6]([CH2:9][C:10]([OH:12])=O)=[CH:5][CH:4]=1.C[N:14](C)C=O.C1(C)C=CC=CC=1.N, predict the reaction product. The product is: [Br:1][CH2:2][C:3]1[CH:8]=[CH:7][C:6]([CH2:9][C:10]([NH2:14])=[O:12])=[CH:5][CH:4]=1. (2) Given the reactants Cl[C:2]1[CH:3]=[C:4]2[C:9](=[CH:10][CH:11]=1)[N:8]=[C:7]([CH3:12])[N:6]([C:13]1[CH:18]=[CH:17][CH:16]=[CH:15][CH:14]=1)[C:5]2=[O:19].[B-](F)(F)(F)F.CC([PH+](C(C)(C)C)C(C)(C)C)(C)C.[C:38]([O:42][CH2:43][CH3:44])(=[O:41])[CH:39]=[CH2:40].N(C)(C1CCCCC1)C1CCCCC1, predict the reaction product. The product is: [CH3:12][C:7]1[N:6]([C:13]2[CH:18]=[CH:17][CH:16]=[CH:15][CH:14]=2)[C:5](=[O:19])[C:4]2[C:9](=[CH:10][CH:11]=[C:2](/[CH:40]=[CH:39]/[C:38]([O:42][CH2:43][CH3:44])=[O:41])[CH:3]=2)[N:8]=1. (3) The product is: [N:3]1[CH:4]=[CH:5][CH:6]=[CH:7][C:2]=1[S:9]([Cl:13])(=[O:12])=[O:8]. Given the reactants S[C:2]1[CH:7]=[CH:6][CH:5]=[CH:4][N:3]=1.[OH:8][S:9]([OH:12])(=O)=O.[Cl:13][O-].[Na+], predict the reaction product. (4) Given the reactants [Br:1][C:2]1[CH:3]=[CH:4][C:5]([CH2:8][CH2:9][C:10]([CH3:18])([S:14]([CH3:17])(=[O:16])=[O:15])[C:11](O)=[O:12])=[N:6][CH:7]=1.C[Si](C)(C)[O:21][NH2:22].BrC1C=CC(CCC(C)(S(C)(=O)=O)C(NO)=O)=CC=1, predict the reaction product. The product is: [Br:1][C:2]1[CH:3]=[CH:4][C:5]([CH2:8][CH2:9][C:10]([CH3:18])([S:14]([CH3:17])(=[O:16])=[O:15])[C:11]([NH:22][OH:21])=[O:12])=[N:6][CH:7]=1. (5) Given the reactants [F:1][C:2]1[CH:7]=[C:6](B2OC(C)(C)C(C)(C)O2)[CH:5]=[CH:4][C:3]=1[C:17]1[N:18]=[CH:19][C:20]([NH2:23])=[N:21][CH:22]=1.Br[C:25]1[CH:30]=[CH:29][CH:28]=[CH:27][C:26]=1[NH:31][C:32](=[O:34])[CH3:33], predict the reaction product. The product is: [NH2:23][C:20]1[N:21]=[CH:22][C:17]([C:3]2[CH:4]=[CH:5][C:6]([C:25]3[CH:30]=[CH:29][CH:28]=[CH:27][C:26]=3[NH:31][C:32](=[O:34])[CH3:33])=[CH:7][C:2]=2[F:1])=[N:18][CH:19]=1. (6) Given the reactants C(C1C=C(O)C(=O)NN=1)C.C([O:18][C:19]1[CH:20]=[C:21]([N:33]([CH2:35][CH3:36])[CH3:34])[N:22]=[N:23][C:24]=1[O:25]CC1C=CC=CC=1)C1C=CC=CC=1, predict the reaction product. The product is: [CH2:35]([N:33]([CH3:34])[C:21]1[CH:20]=[C:19]([OH:18])[C:24](=[O:25])[NH:23][N:22]=1)[CH3:36].